Task: Predict the reaction yield, written as a fraction of the theoretical maximum amount of product (1.0 means a 100% yield; for example, 0.34 means a 34% yield).. Dataset: Reaction yield outcomes from USPTO patents with 853,638 reactions (1) The catalyst is ClCCl. The product is [NH2:1][C:2]1[O:6][N:5]=[C:4]([C:7]2[CH:12]=[CH:11][CH:10]=[CH:9][C:8]=2[Cl:13])[C:3]=1[C:14]([N:40]1[CH2:39][CH2:38][N:37]([C:32]2[CH:33]=[CH:34][C:35]([Cl:36])=[C:30]([Cl:29])[CH:31]=2)[CH2:42][CH2:41]1)=[O:16]. The reactants are [NH2:1][C:2]1[O:6][N:5]=[C:4]([C:7]2[CH:12]=[CH:11][CH:10]=[CH:9][C:8]=2[Cl:13])[C:3]=1[C:14]([OH:16])=O.Cl.C(N=C=NCCCN(C)C)C.[Cl:29][C:30]1[CH:31]=[C:32]([N:37]2[CH2:42][CH2:41][NH:40][CH2:39][CH2:38]2)[CH:33]=[CH:34][C:35]=1[Cl:36]. The yield is 0.730. (2) The reactants are [C:1]([OH:6])(=[O:5])[CH:2]([CH3:4])[OH:3].[C:7]([O-])(=O)C(C)O.[NH4+].C(O)(=O)C=C.P([O-])([O-])([O-])=O.[Al+3].C(=O)C.C(O)(=O)CC.C(=O)=O.C(OC)(=O)C(C)O. No catalyst specified. The product is [C:1]([OH:6])(=[O:5])[CH:2]=[CH2:4].[C:1]([O:6][CH3:7])(=[O:5])[CH:2]=[CH2:4].[CH:2](=[O:3])[CH3:1]. The yield is 0.680. (3) The reactants are C[O:2][C:3]1[CH:8]=[C:7]([Cl:9])[CH:6]=[CH:5][C:4]=1[C:10]1[O:11][C:12]([CH:27]([CH3:29])[CH3:28])=[C:13]([CH2:15][CH2:16][C:17]([C:19]2[CH:24]=[CH:23][C:22]([OH:25])=[C:21]([CH3:26])[CH:20]=2)=[O:18])[N:14]=1.B(Cl)(Cl)Cl.C(Cl)(Cl)Cl.C(=O)([O-])O.[Na+]. The catalyst is C(Cl)Cl. The product is [OH:2][C:3]1[CH:8]=[C:7]([Cl:9])[CH:6]=[CH:5][C:4]=1[C:10]1[O:11][C:12]([CH:27]([CH3:29])[CH3:28])=[C:13]([CH2:15][CH2:16][C:17]([C:19]2[CH:24]=[CH:23][C:22]([OH:25])=[C:21]([CH3:26])[CH:20]=2)=[O:18])[N:14]=1. The yield is 0.640. (4) The reactants are [CH3:1][O:2][C:3]1[CH:4]=[C:5](/[C:11](=[CH:14]/[C:15]2[CH:20]=[CH:19][C:18]([OH:21])=[CH:17][CH:16]=2)/[C:12]#[N:13])[CH:6]=[CH:7][C:8]=1[O:9][CH3:10].[N:22]1([CH:28]2[CH2:33][CH2:32][N:31]([C:34](Cl)=[O:35])[CH2:30][CH2:29]2)[CH2:27][CH2:26][CH2:25][CH2:24][CH2:23]1.O. The catalyst is N1C=CC=CC=1. The product is [N:22]1([CH:28]2[CH2:33][CH2:32][N:31]([C:34]([O:21][C:18]3[CH:17]=[CH:16][C:15](/[CH:14]=[C:11](\[C:12]#[N:13])/[C:5]4[CH:6]=[CH:7][C:8]([O:9][CH3:10])=[C:3]([O:2][CH3:1])[CH:4]=4)=[CH:20][CH:19]=3)=[O:35])[CH2:30][CH2:29]2)[CH2:27][CH2:26][CH2:25][CH2:24][CH2:23]1. The yield is 0.790. (5) The catalyst is O.C(Cl)Cl.[Cu]Cl. The reactants are C(N)CCC.NO.Cl.[CH2:9]([NH:13][C@H:14]([CH2:17][CH2:18][CH2:19][CH2:20][CH2:21][CH2:22][CH2:23][CH2:24][CH3:25])[C:15]#[CH:16])[CH2:10][CH2:11][CH3:12].Br[C:27]#[C:28][C@H:29]([CH:31]1[CH2:33][CH2:32]1)[OH:30]. The product is [CH2:9]([NH:13][C@H:14]([CH2:17][CH2:18][CH2:19][CH2:20][CH2:21][CH2:22][CH2:23][CH2:24][CH3:25])[C:15]#[C:16][C:27]#[C:28][C@H:29]([CH:31]1[CH2:33][CH2:32]1)[OH:30])[CH2:10][CH2:11][CH3:12]. The yield is 0.399. (6) The reactants are Cl[C:2]1[N:7]=[C:6]([NH:8][C:9]2[CH:14]=[CH:13][CH:12]=[CH:11][C:10]=2[S:15]([CH:18]([CH3:20])[CH3:19])(=[O:17])=[O:16])[C:5]([Cl:21])=[CH:4][N:3]=1.[CH3:22][P:23]([C:26]1[CH:27]=[CH:28][C:29]([O:33][CH3:34])=[C:30]([CH:32]=1)[NH2:31])([CH3:25])=[O:24].[OH-].[Na+]. The product is [Cl:21][C:5]1[C:6]([NH:8][C:9]2[CH:14]=[CH:13][CH:12]=[CH:11][C:10]=2[S:15]([CH:18]([CH3:20])[CH3:19])(=[O:17])=[O:16])=[N:7][C:2]([NH:31][C:30]2[CH:32]=[C:26]([P:23]([CH3:22])([CH3:25])=[O:24])[CH:27]=[CH:28][C:29]=2[O:33][CH3:34])=[N:3][CH:4]=1. The yield is 0.480. The catalyst is COCCO. (7) The reactants are [CH3:1][CH:2]1[CH2:7][CH2:6][N:5]([C:8]2[CH:9]=[C:10]([N:17]3[CH2:22][CH2:21][O:20][CH2:19][CH2:18]3)[CH:11]=[CH:12][C:13]=2[N+:14]([O-])=O)[CH2:4][CH2:3]1.NC1C=CC=CC=1.[C:30]([C:32]1[O:36][C:35]([C:37](O)=[O:38])=[CH:34][CH:33]=1)#[N:31].C(Cl)(=O)C(Cl)=O.ON1C(=O)CCC1=O.CCN(C(C)C)C(C)C. The catalyst is [Pd].C1COCC1.ClCCl. The product is [CH3:1][CH:2]1[CH2:7][CH2:6][N:5]([C:8]2[CH:9]=[C:10]([N:17]3[CH2:22][CH2:21][O:20][CH2:19][CH2:18]3)[CH:11]=[CH:12][C:13]=2[NH:14][C:37]([C:35]2[O:36][C:32]([C:30]#[N:31])=[CH:33][CH:34]=2)=[O:38])[CH2:4][CH2:3]1. The yield is 0.650. (8) The reactants are [CH3:1][O:2][C:3]([C:5]1[CH:13]=[C:12]2[C:8]([C:9]([C:16]([NH2:18])=[O:17])=[CH:10][N:11]2[CH2:14][CH3:15])=[CH:7][CH:6]=1)=[O:4].CO[CH:21](OC)[CH2:22]Br. The catalyst is COCCOCCOC. The product is [CH2:14]([N:11]1[C:12]2[C:8](=[CH:7][CH:6]=[C:5]([C:3]([O:2][CH3:1])=[O:4])[CH:13]=2)[C:9]([C:16]2[O:17][CH:21]=[CH:22][N:18]=2)=[CH:10]1)[CH3:15]. The yield is 0.460. (9) The reactants are [CH3:1][C:2]1[N:6]([C:7]2[CH:12]=[CH:11][CH:10]=[C:9]([C:13]([F:16])([F:15])[F:14])[CH:8]=2)[N:5]=[C:4]([C:17]2[CH:22]=[CH:21][N:20]=[CH:19][CH:18]=2)[C:3]=1[C:23](O)=[O:24].[N:26]1([CH:31]2[CH2:36][CH2:35][NH:34][CH2:33][CH2:32]2)[CH2:30][CH2:29][CH2:28][CH2:27]1. No catalyst specified. The product is [CH3:1][C:2]1[N:6]([C:7]2[CH:12]=[CH:11][CH:10]=[C:9]([C:13]([F:15])([F:14])[F:16])[CH:8]=2)[N:5]=[C:4]([C:17]2[CH:22]=[CH:21][N:20]=[CH:19][CH:18]=2)[C:3]=1[C:23]([N:34]1[CH2:35][CH2:36][CH:31]([N:26]2[CH2:30][CH2:29][CH2:28][CH2:27]2)[CH2:32][CH2:33]1)=[O:24]. The yield is 0.120. (10) The reactants are [CH2:1]([O:8][C:9](=[O:20])[CH:10]([O:18][NH2:19])[CH2:11][C:12]1[CH:17]=[CH:16][CH:15]=[CH:14][CH:13]=1)[C:2]1[CH:7]=[CH:6][CH:5]=[CH:4][CH:3]=1.[CH3:21][C:22]([O:25][C:26](O[C:26]([O:25][C:22]([CH3:24])([CH3:23])[CH3:21])=[O:27])=[O:27])([CH3:24])[CH3:23]. The catalyst is CC#N. The product is [CH2:1]([O:8][C:9](=[O:20])[CH:10]([O:18][NH:19][C:26]([O:25][C:22]([CH3:24])([CH3:23])[CH3:21])=[O:27])[CH2:11][C:12]1[CH:17]=[CH:16][CH:15]=[CH:14][CH:13]=1)[C:2]1[CH:3]=[CH:4][CH:5]=[CH:6][CH:7]=1. The yield is 0.870.